This data is from Full USPTO retrosynthesis dataset with 1.9M reactions from patents (1976-2016). The task is: Predict the reactants needed to synthesize the given product. (1) Given the product [NH2:52][CH2:51][C@@H:35]1[C@@H:34]([C@@:10]2([CH3:33])[CH2:11][CH2:12][C@H:13]([O:15][Si:16]([C:29]([CH3:32])([CH3:31])[CH3:30])([C:17]3[CH:22]=[CH:21][CH:20]=[CH:19][CH:18]=3)[C:23]3[CH:24]=[CH:25][CH:26]=[CH:27][CH:28]=3)[CH2:14][C@@H:9]2[CH2:8][OH:7])[CH2:42][CH2:41][C@@:40]2([CH3:43])[C@H:36]1[CH2:37][CH2:38][C@:39]2([C:44]1[CH:45]=[CH:46][CH:47]=[CH:48][CH:49]=1)[OH:50], predict the reactants needed to synthesize it. The reactants are: C([O:7][CH2:8][C@H:9]1[CH2:14][C@@H:13]([O:15][Si:16]([C:29]([CH3:32])([CH3:31])[CH3:30])([C:23]2[CH:28]=[CH:27][CH:26]=[CH:25][CH:24]=2)[C:17]2[CH:22]=[CH:21][CH:20]=[CH:19][CH:18]=2)[CH2:12][CH2:11][C@@:10]1([C@H:34]1[CH2:42][CH2:41][C@@:40]2([CH3:43])[C@@H:36]([CH2:37][CH2:38][C@@:39]2([OH:50])[C:44]2[CH:49]=[CH:48][CH:47]=[CH:46][CH:45]=2)[C@@H:35]1[CH2:51][N:52]=[N+]=[N-])[CH3:33])(=O)C(C)(C)C.[H-].[H-].[H-].[H-].[Li+].[Al+3].O.[OH-].[Na+]. (2) Given the product [F:1][C:2]1([F:26])[C:8]([CH3:10])([CH3:9])[O:7][CH2:6][C:5](=[S:36])[NH:4][C@@:3]1([C:13]1[CH:18]=[C:17]([C:19]2[CH:20]=[N:21][CH:22]=[N:23][CH:24]=2)[CH:16]=[CH:15][C:14]=1[F:25])[CH3:12], predict the reactants needed to synthesize it. The reactants are: [F:1][C:2]1([F:26])[C:8]([CH3:10])([CH3:9])[O:7][CH2:6][C:5](=O)[NH:4][C@@:3]1([C:13]1[CH:18]=[C:17]([C:19]2[CH:20]=[N:21][CH:22]=[N:23][CH:24]=2)[CH:16]=[CH:15][C:14]=1[F:25])[CH3:12].COC1C=CC(P2(SP(C3C=CC(OC)=CC=3)(=S)S2)=[S:36])=CC=1.C(=O)([O-])O.[Na+]. (3) Given the product [F:25][C:2]([F:1])([F:26])[C:3]1[CH:4]=[C:5]([C:9]2[S:13][C:12]([CH2:14][N:15]3[CH:19]=[C:18]([C:20]([OH:22])=[O:21])[CH:17]=[N:16]3)=[CH:11][CH:10]=2)[CH:6]=[CH:7][CH:8]=1, predict the reactants needed to synthesize it. The reactants are: [F:1][C:2]([F:26])([F:25])[C:3]1[CH:4]=[C:5]([C:9]2[S:13][C:12]([CH2:14][N:15]3[CH:19]=[C:18]([C:20]([O:22]CC)=[O:21])[CH:17]=[N:16]3)=[CH:11][CH:10]=2)[CH:6]=[CH:7][CH:8]=1.[OH-].[Na+].O. (4) Given the product [F:8][C:6]1[CH:5]=[C:4]([CH:9]([C:21]2[CH:26]=[CH:25][C:24]([S:27]([CH3:30])(=[O:29])=[O:28])=[CH:23][CH:22]=2)[CH2:10]/[C:11](/[C:13]2[CH:14]=[CH:15][C:16](=[O:20])[N:17]([CH3:19])[CH:18]=2)=[N:32]\[OH:33])[CH:3]=[C:2]([F:1])[CH:7]=1, predict the reactants needed to synthesize it. The reactants are: [F:1][C:2]1[CH:3]=[C:4]([CH:9]([C:21]2[CH:26]=[CH:25][C:24]([S:27]([CH3:30])(=[O:29])=[O:28])=[CH:23][CH:22]=2)[CH2:10][C:11]([C:13]2[CH:14]=[CH:15][C:16](=[O:20])[N:17]([CH3:19])[CH:18]=2)=O)[CH:5]=[C:6]([F:8])[CH:7]=1.Cl.[NH2:32][OH:33].C(=O)([O-])O.[Na+]. (5) The reactants are: [CH3:1][O:2][C:3]([C@@H:5]1[CH2:9][C@H:8]([NH2:10])[CH2:7][N:6]1[C:11](=[O:36])[N:12]([CH2:31][CH2:32][CH2:33][CH2:34][CH3:35])[CH2:13][C:14]1[CH:19]=[CH:18][C:17]([C:20]2[CH:25]=[CH:24][CH:23]=[CH:22][C:21]=2[C:26]2[NH:30][N:29]=[N:28][N:27]=2)=[CH:16][CH:15]=1)=[O:4].[CH3:37][C:38]([CH3:54])([CH3:53])[C:39]([O:41][NH:42][C:43]([CH:45]([CH2:49][CH:50]([CH3:52])[CH3:51])[C:46](O)=[O:47])=[O:44])=[O:40].CCN(C(C)C)C(C)C.CN(C(ON1N=NC2C=CC=NC1=2)=[N+](C)C)C.F[P-](F)(F)(F)(F)F. Given the product [CH3:1][O:2][C:3]([C@@H:5]1[CH2:9][C@H:8]([NH:10][C:46](=[O:47])[CH:45]([C:43](=[O:44])[NH:42][O:41][C:39](=[O:40])[C:38]([CH3:53])([CH3:37])[CH3:54])[CH2:49][CH:50]([CH3:52])[CH3:51])[CH2:7][N:6]1[C:11](=[O:36])[N:12]([CH2:31][CH2:32][CH2:33][CH2:34][CH3:35])[CH2:13][C:14]1[CH:19]=[CH:18][C:17]([C:20]2[CH:25]=[CH:24][CH:23]=[CH:22][C:21]=2[C:26]2[NH:30][N:29]=[N:28][N:27]=2)=[CH:16][CH:15]=1)=[O:4], predict the reactants needed to synthesize it. (6) Given the product [CH:1]1([NH:4][C:5](=[O:21])[C:6]2[CH:7]=[CH:8][C:9]([C:12](=[O:20])[C:13]3[CH:18]=[CH:17][C:16]([NH:19][C:33](=[O:34])[C:32]4[CH:31]=[CH:30][C:29]([N:26]5[CH2:27][CH2:28][CH:23]([OH:22])[CH2:24][CH2:25]5)=[CH:37][CH:36]=4)=[CH:15][CH:14]=3)=[CH:10][CH:11]=2)[CH2:3][CH2:2]1, predict the reactants needed to synthesize it. The reactants are: [CH:1]1([NH:4][C:5](=[O:21])[C:6]2[CH:11]=[CH:10][C:9]([C:12](=[O:20])[C:13]3[CH:18]=[CH:17][C:16]([NH2:19])=[CH:15][CH:14]=3)=[CH:8][CH:7]=2)[CH2:3][CH2:2]1.[OH:22][CH:23]1[CH2:28][CH2:27][N:26]([C:29]2[CH:37]=[CH:36][C:32]([C:33](O)=[O:34])=[CH:31][CH:30]=2)[CH2:25][CH2:24]1. (7) Given the product [OH:15][CH2:14][C@@H:10]1[CH2:11][CH2:12][CH2:13][C@@H:9]1[NH:8][C:6](=[O:7])[O:5][C:2]([CH3:3])([CH3:1])[CH3:4], predict the reactants needed to synthesize it. The reactants are: [CH3:1][C:2]([O:5][C:6]([NH:8][CH:9]1[CH2:13][CH2:12][CH2:11][CH:10]1[C:14](O)=[O:15])=[O:7])([CH3:4])[CH3:3].ClC(OC)=O.[BH4-].[Na+].S([O-])(O)(=O)=O.[K+]. (8) Given the product [Cl:8][C:5]1[N:4]=[C:3]([NH:17][CH2:18][C:19]2[CH:24]=[CH:23][CH:22]=[CH:21][N:20]=2)[C:2]([F:1])=[CH:7][N:6]=1, predict the reactants needed to synthesize it. The reactants are: [F:1][C:2]1[C:3](Cl)=[N:4][C:5]([Cl:8])=[N:6][CH:7]=1.C(N(CC)CC)C.[NH2:17][CH2:18][C:19]1[CH:24]=[CH:23][CH:22]=[CH:21][N:20]=1. (9) Given the product [CH:1]1([CH2:6][CH:7]([C:11]2[CH:16]=[CH:15][CH:14]=[CH:13][CH:12]=2)[C:8]([Cl:19])=[O:9])[CH2:5][CH2:4][CH2:3][CH2:2]1, predict the reactants needed to synthesize it. The reactants are: [CH:1]1([CH2:6][CH:7]([C:11]2[CH:16]=[CH:15][CH:14]=[CH:13][CH:12]=2)[C:8](O)=[O:9])[CH2:5][CH2:4][CH2:3][CH2:2]1.S(Cl)([Cl:19])=O.